Dataset: Reaction yield outcomes from USPTO patents with 853,638 reactions. Task: Predict the reaction yield, written as a fraction of the theoretical maximum amount of product (1.0 means a 100% yield; for example, 0.34 means a 34% yield). The reactants are [O:1]([CH2:8][CH2:9][CH2:10][CH2:11][CH2:12][CH2:13][CH2:14][CH2:15][CH2:16][CH2:17][CH2:18][Si:19](Cl)([Cl:21])[Cl:20])[C:2]1[CH:7]=[CH:6][CH:5]=[CH:4][CH:3]=1.C[SiH](Cl)Cl. The catalyst is [Cl-].C([P+](CCCC)(CCCC)CCCC)CCC. The product is [O:1]([CH2:8][CH2:9][CH2:10][CH2:11][CH2:12][CH2:13][CH2:14][CH2:15][CH2:16][CH2:17][CH2:18][SiH:19]([Cl:21])[Cl:20])[C:2]1[CH:7]=[CH:6][CH:5]=[CH:4][CH:3]=1. The yield is 0.642.